Task: Predict the reactants needed to synthesize the given product.. Dataset: Full USPTO retrosynthesis dataset with 1.9M reactions from patents (1976-2016) (1) Given the product [C:15]1([O:21][C:22](=[O:23])[NH:8][C:6]2[S:7][C:3]([CH2:1][CH3:2])=[N:4][N:5]=2)[CH:20]=[CH:19][CH:18]=[CH:17][CH:16]=1, predict the reactants needed to synthesize it. The reactants are: [CH2:1]([C:3]1[S:7][C:6]([NH2:8])=[N:5][N:4]=1)[CH3:2].N1C=CC=CC=1.[C:15]1([O:21][C:22](Cl)=[O:23])[CH:20]=[CH:19][CH:18]=[CH:17][CH:16]=1. (2) Given the product [F:14][C:13]([F:16])([F:15])[C:12]([NH:11][CH2:10][CH2:9][CH:8]([OH:18])[C:4]1[CH:5]=[CH:6][CH:7]=[C:2]([C:23]#[C:22][CH2:21][CH:20]([CH3:24])[CH3:19])[CH:3]=1)=[O:17], predict the reactants needed to synthesize it. The reactants are: Br[C:2]1[CH:3]=[C:4]([CH:8]([OH:18])[CH2:9][CH2:10][NH:11][C:12](=[O:17])[C:13]([F:16])([F:15])[F:14])[CH:5]=[CH:6][CH:7]=1.[CH3:19][CH:20]([CH3:24])[CH2:21][C:22]#[CH:23]. (3) Given the product [N:28]1([CH2:27][CH2:26][NH:15][C:12]2[CH:13]=[CH:14][C:9]([B:4]3[O:3][C:2]([CH3:16])([CH3:1])[C:6]([CH3:7])([CH3:8])[O:5]3)=[CH:10][CH:11]=2)[CH2:33][CH2:32][CH2:31][CH2:30][CH2:29]1, predict the reactants needed to synthesize it. The reactants are: [CH3:1][C:2]1([CH3:16])[C:6]([CH3:8])([CH3:7])[O:5][B:4]([C:9]2[CH:14]=[CH:13][C:12]([NH2:15])=[CH:11][CH:10]=2)[O:3]1.[I-].[K+].C(=O)([O-])[O-].[K+].[K+].Cl[CH2:26][CH2:27][N:28]1[CH2:33][CH2:32][CH2:31][CH2:30][CH2:29]1. (4) Given the product [Cl:27][C:21]1[CH:20]=[CH:19][C:18]2[C:23](=[C:14]([C:3]3[CH:4]=[CH:5][C:6]([C:8]4[CH:9]=[N:10][N:11]([CH3:13])[CH:12]=4)=[CH:7][C:2]=3[CH3:1])[CH:15]=[N:16][CH:17]=2)[N:22]=1, predict the reactants needed to synthesize it. The reactants are: [CH3:1][C:2]1[CH:7]=[C:6]([C:8]2[CH:9]=[N:10][N:11]([CH3:13])[CH:12]=2)[CH:5]=[CH:4][C:3]=1[C:14]1[CH:15]=[N:16][CH:17]=[C:18]2[C:23]=1[N:22]=[C:21](O)[CH:20]=[CH:19]2.O=P(Cl)(Cl)[Cl:27].CN(C=O)C. (5) Given the product [F:8][C:5]1[CH:6]=[CH:7][C:2]([B:16]2[O:20][C:19]([CH3:22])([CH3:21])[C:18]([CH3:24])([CH3:23])[O:17]2)=[CH:3][C:4]=1[O:9][CH3:10], predict the reactants needed to synthesize it. The reactants are: Br[C:2]1[CH:3]=[C:4]([O:9][CH3:10])[C:5]([F:8])=[CH:6][CH:7]=1.C([O-])(=O)C.[K+].[B:16]1([B:16]2[O:20][C:19]([CH3:22])([CH3:21])[C:18]([CH3:24])([CH3:23])[O:17]2)[O:20][C:19]([CH3:22])([CH3:21])[C:18]([CH3:24])([CH3:23])[O:17]1.ClCCl.